Dataset: NCI-60 drug combinations with 297,098 pairs across 59 cell lines. Task: Regression. Given two drug SMILES strings and cell line genomic features, predict the synergy score measuring deviation from expected non-interaction effect. (1) Drug 1: C1=CC=C(C=C1)NC(=O)CCCCCCC(=O)NO. Drug 2: CC12CCC3C(C1CCC2OP(=O)(O)O)CCC4=C3C=CC(=C4)OC(=O)N(CCCl)CCCl.[Na+]. Cell line: HOP-92. Synergy scores: CSS=2.62, Synergy_ZIP=-2.82, Synergy_Bliss=-4.30, Synergy_Loewe=-17.7, Synergy_HSA=-6.85. (2) Drug 1: C1=CC(=CC=C1CC(C(=O)O)N)N(CCCl)CCCl.Cl. Drug 2: CC1=C2C(C(=O)C3(C(CC4C(C3C(C(C2(C)C)(CC1OC(=O)C(C(C5=CC=CC=C5)NC(=O)OC(C)(C)C)O)O)OC(=O)C6=CC=CC=C6)(CO4)OC(=O)C)O)C)O. Cell line: OVCAR-5. Synergy scores: CSS=34.1, Synergy_ZIP=0.635, Synergy_Bliss=2.53, Synergy_Loewe=-34.9, Synergy_HSA=0.536.